From a dataset of Catalyst prediction with 721,799 reactions and 888 catalyst types from USPTO. Predict which catalyst facilitates the given reaction. The catalyst class is: 23. Product: [S:14]1[CH:18]=[CH:17][N:16]=[C:15]1[NH:19][S:20]([C:23]1[CH:24]=[C:25]2[C:29](=[CH:30][CH:31]=1)[CH2:28][N:27]([C:7](=[O:8])[CH2:6][O:5][C:4]1[CH:10]=[CH:11][C:12]([F:13])=[C:2]([Cl:1])[CH:3]=1)[CH2:26]2)(=[O:22])=[O:21]. Reactant: [Cl:1][C:2]1[CH:3]=[C:4]([CH:10]=[CH:11][C:12]=1[F:13])[O:5][CH2:6][C:7](Cl)=[O:8].[S:14]1[CH:18]=[CH:17][N:16]=[C:15]1[NH:19][S:20]([C:23]1[CH:24]=[C:25]2[C:29](=[CH:30][CH:31]=1)[CH2:28][NH:27][CH2:26]2)(=[O:22])=[O:21].CCN(CC)CC.C(Cl)Cl.